From a dataset of Full USPTO retrosynthesis dataset with 1.9M reactions from patents (1976-2016). Predict the reactants needed to synthesize the given product. (1) Given the product [Cl:1][C:2]1[CH:7]=[CH:6][CH:5]=[CH:4][C:3]=1[C:8]1[S:12][C:11]([CH2:13][O:14][C:15]2[CH:26]=[CH:25][C:18]([O:19][CH2:20][C:21]([OH:23])=[O:22])=[C:17]([CH3:27])[CH:16]=2)=[N:10][CH:9]=1, predict the reactants needed to synthesize it. The reactants are: [Cl:1][C:2]1[CH:7]=[CH:6][CH:5]=[CH:4][C:3]=1[C:8]1[S:12][C:11]([CH2:13][O:14][C:15]2[CH:26]=[CH:25][C:18]([O:19][CH2:20][C:21]([O:23]C)=[O:22])=[C:17]([CH3:27])[CH:16]=2)=[N:10][CH:9]=1.[Li+].[OH-].Cl. (2) Given the product [Cl:46][C:43]1[N:42]=[N:41][C:40]([NH:39][C:35]([CH:16]2[CH:15]([C:11]3[CH:12]=[CH:13][CH:14]=[C:9]([Cl:8])[C:10]=3[F:38])[C:19]([C:22]3[CH:27]=[CH:26][C:25]([Cl:28])=[CH:24][C:23]=3[F:29])([C:20]#[N:21])[CH:18]([CH2:30][C:31]([CH3:33])([CH3:32])[CH3:34])[NH:17]2)=[O:36])=[CH:45][CH:44]=1, predict the reactants needed to synthesize it. The reactants are: FC(F)(F)C(O)=O.[Cl:8][C:9]1[C:10]([F:38])=[C:11]([CH:15]2[C:19]([C:22]3[CH:27]=[CH:26][C:25]([Cl:28])=[CH:24][C:23]=3[F:29])([C:20]#[N:21])[CH:18]([CH2:30][C:31]([CH3:34])([CH3:33])[CH3:32])[NH:17][CH:16]2[C:35](O)=[O:36])[CH:12]=[CH:13][CH:14]=1.[NH2:39][C:40]1[N:41]=[N:42][C:43]([Cl:46])=[CH:44][CH:45]=1.CN(C(ON1N=NC2C=CC=NC1=2)=[N+](C)C)C.F[P-](F)(F)(F)(F)F.CCN(C(C)C)C(C)C. (3) Given the product [CH3:33][C:32]([CH3:35])([CH3:34])[C@H:31]([NH:30][C:17]([O:15][CH2:10][CH2:11][CH2:12][CH:13]=[CH2:14])=[O:19])[C:36]([OH:38])=[O:37], predict the reactants needed to synthesize it. The reactants are: C(N(C(C)C)CC)(C)C.[CH2:10]([OH:15])[CH2:11][CH2:12][CH:13]=[CH2:14].Cl[C:17](Cl)([O:19]C(=O)OC(Cl)(Cl)Cl)Cl.[OH-].[Na+].[NH2:30][C@H:31]([C:36]([OH:38])=[O:37])[C:32]([CH3:35])([CH3:34])[CH3:33]. (4) Given the product [O:7]1[C:11]2([CH2:16][CH2:15][CH:14]([NH:6][C:3]3[NH:4][CH:5]=[N:1][N:2]=3)[CH2:13][CH2:12]2)[CH2:10][CH2:9][CH2:8]1, predict the reactants needed to synthesize it. The reactants are: [NH:1]1[CH:5]=[N:4][C:3]([NH2:6])=[N:2]1.[O:7]1[C:11]2([CH2:16][CH2:15][C:14](=O)[CH2:13][CH2:12]2)[CH2:10][CH2:9][CH2:8]1.C([BH3-])#N.[Na+].O. (5) Given the product [CH3:55][O:54][CH2:53][CH2:52][O:51][CH2:50][CH2:49][O:48][CH2:47][CH2:46][O:45][CH2:44][CH2:43][O:42][CH2:41][CH2:40][O:39][CH2:38][CH2:37][O:36][CH2:35][CH2:34][NH:33][S:32]([C:28]1[CH:29]=[CH:30][CH:31]=[C:26]([C@H:19]([NH:16][CH3:15])[CH2:20][N:21]2[CH2:22][CH2:23][CH2:24][CH2:25]2)[CH:27]=1)(=[O:57])=[O:56], predict the reactants needed to synthesize it. The reactants are: C1C2C(O[C:15](=O)[N:16]([C@@H:19]([C:26]3[CH:31]=[CH:30][CH:29]=[C:28]([S:32](=[O:57])(=[O:56])[NH:33][CH2:34][CH2:35][O:36][CH2:37][CH2:38][O:39][CH2:40][CH2:41][O:42][CH2:43][CH2:44][O:45][CH2:46][CH2:47][O:48][CH2:49][CH2:50][O:51][CH2:52][CH2:53][O:54][CH3:55])[CH:27]=3)[CH2:20][N:21]3[CH2:25][CH2:24][CH2:23][CH2:22]3)CC)C3C(=CC=CC=3)C=2C=CC=1. (6) Given the product [ClH:11].[CH3:31][C@H:19]1[CH2:20][NH:21][CH2:22][CH2:23][N:18]1[C:13]1[C:12]([O:10][CH2:9][CH2:8][O:7][C:3]2[CH:2]=[N:1][CH:6]=[CH:5][CH:4]=2)=[N:17][CH:16]=[CH:15][N:14]=1, predict the reactants needed to synthesize it. The reactants are: [N:1]1[CH:6]=[CH:5][CH:4]=[C:3]([O:7][CH2:8][CH2:9][OH:10])[CH:2]=1.[Cl:11][C:12]1[C:13]([N:18]2[CH2:23][CH2:22][N:21](C(OC(C)(C)C)=O)[CH2:20][C@@H:19]2[CH3:31])=[N:14][CH:15]=[CH:16][N:17]=1.Cl. (7) Given the product [Br:7][C:8]1[N:9]=[C:10]2[C:16]([C:19](=[O:20])[C:18]([CH3:25])([CH3:17])[CH2:22][CH:23]=[CH2:24])=[CH:15][NH:14][C:11]2=[N:12][CH:13]=1, predict the reactants needed to synthesize it. The reactants are: [Cl-].C([Al+]CC)C.[Br:7][C:8]1[N:9]=[C:10]2[CH:16]=[CH:15][NH:14][C:11]2=[N:12][CH:13]=1.[CH3:17][C:18]([CH3:25])([CH2:22][CH:23]=[CH2:24])[C:19](Cl)=[O:20].C([O-])(O)=O.[Na+].